From a dataset of NCI-60 drug combinations with 297,098 pairs across 59 cell lines. Regression. Given two drug SMILES strings and cell line genomic features, predict the synergy score measuring deviation from expected non-interaction effect. (1) Drug 1: CCN(CC)CCCC(C)NC1=C2C=C(C=CC2=NC3=C1C=CC(=C3)Cl)OC. Drug 2: CC(C)CN1C=NC2=C1C3=CC=CC=C3N=C2N. Cell line: PC-3. Synergy scores: CSS=27.4, Synergy_ZIP=2.55, Synergy_Bliss=8.63, Synergy_Loewe=10.3, Synergy_HSA=10.3. (2) Drug 1: C1=C(C(=O)NC(=O)N1)N(CCCl)CCCl. Drug 2: N.N.Cl[Pt+2]Cl. Cell line: SF-268. Synergy scores: CSS=19.1, Synergy_ZIP=-5.63, Synergy_Bliss=-1.23, Synergy_Loewe=-9.89, Synergy_HSA=-5.51.